From a dataset of Forward reaction prediction with 1.9M reactions from USPTO patents (1976-2016). Predict the product of the given reaction. (1) The product is: [CH2:12]([O:11][C:3](=[O:10])[CH:4]([C@H:21]([CH3:26])[CH2:22][CH2:23][CH2:24][CH3:25])[C:5]([O:7][CH2:8][CH3:9])=[O:6])[CH3:13]. Given the reactants [H-].[Na+].[C:3]([O:11][CH2:12][CH3:13])(=[O:10])[CH2:4][C:5]([O:7][CH2:8][CH3:9])=[O:6].[H][H].CS(O[C@@H:21]([CH3:26])[CH2:22][CH2:23][CH2:24][CH3:25])(=O)=O.[Cl-].[NH4+], predict the reaction product. (2) Given the reactants [NH:1](C(OCC1C2C(=CC=CC=2)C2C1=CC=CC=2)=O)[C@H:2]([C:27]([NH:29][C:30]1[CH:39]=[C:38]2[C:33]([C:34]([CH3:41])=[CH:35][C:36](=[O:40])[O:37]2)=[CH:32][CH:31]=1)=[O:28])[CH2:3][CH2:4][C:5](=[O:26])[NH:6][C:7]([C:20]1[CH:25]=[CH:24][CH:23]=[CH:22][CH:21]=1)([C:14]1[CH:19]=[CH:18][CH:17]=[CH:16][CH:15]=1)[C:8]1[CH:13]=[CH:12][CH:11]=[CH:10][CH:9]=1.C(S)CCCCCCC.C1CCN2C(=NCCC2)CC1, predict the reaction product. The product is: [NH2:1][C@H:2]([C:27]([NH:29][C:30]1[CH:39]=[C:38]2[C:33]([C:34]([CH3:41])=[CH:35][C:36](=[O:40])[O:37]2)=[CH:32][CH:31]=1)=[O:28])[CH2:3][CH2:4][C:5](=[O:26])[NH:6][C:7]([C:14]1[CH:19]=[CH:18][CH:17]=[CH:16][CH:15]=1)([C:20]1[CH:21]=[CH:22][CH:23]=[CH:24][CH:25]=1)[C:8]1[CH:13]=[CH:12][CH:11]=[CH:10][CH:9]=1. (3) Given the reactants [CH2:1]([O:3][C:4]([C:6]1[C:14]2[C:9](=[CH:10][CH:11]=[C:12]([OH:15])[CH:13]=2)[N:8]([C:16]2[CH:21]=[CH:20][CH:19]=[C:18]([Cl:22])[CH:17]=2)[C:7]=1[CH2:23][C:24]([O:26][CH2:27][CH3:28])=[O:25])=[O:5])[CH3:2].[CH:29]([O:32][C:33]1[CH:38]=[CH:37][C:36](B(O)O)=[CH:35][CH:34]=1)([CH3:31])[CH3:30], predict the reaction product. The product is: [CH2:1]([O:3][C:4]([C:6]1[C:14]2[C:9](=[CH:10][CH:11]=[C:12]([O:15][C:36]3[CH:37]=[CH:38][C:33]([O:32][CH:29]([CH3:31])[CH3:30])=[CH:34][CH:35]=3)[CH:13]=2)[N:8]([C:16]2[CH:21]=[CH:20][CH:19]=[C:18]([Cl:22])[CH:17]=2)[C:7]=1[CH2:23][C:24]([O:26][CH2:27][CH3:28])=[O:25])=[O:5])[CH3:2]. (4) Given the reactants [NH2:1][C:2]1[CH:7]=[C:6]([CH3:8])[N:5]=[C:4]([CH3:9])[CH:3]=1.II.FC(F)(F)C(OI([C:25]1[CH:30]=CC=C[CH:26]=1)OC(=O)C(F)(F)F)=O.[Cl:33]CCl, predict the reaction product. The product is: [Cl:33][C:30]1[CH:25]=[CH:26][C:7]2[C:2](=[CH:3][C:4]([CH3:9])=[N:5][C:6]=2[CH3:8])[N:1]=1. (5) Given the reactants [Br:1][C:2]1[CH:3]=[C:4]([C:9](C2C(C)(C)O2)=O)[CH:5]=[CH:6][C:7]=1[CH3:8].Cl.[NH2:17][OH:18].[CH3:19][OH:20].N1C=C[CH:24]=[CH:23][CH:22]=1, predict the reaction product. The product is: [Br:1][C:2]1[CH:3]=[C:4]([C:9]2[CH:19]([OH:20])[C:23]([CH3:24])([CH3:22])[O:18][N:17]=2)[CH:5]=[CH:6][C:7]=1[CH3:8]. (6) Given the reactants [H-].[Al+3].[Li+].[H-].[H-].[H-].O1C=CC([CH:12]=[CH:13][N+:14]([O-])=O)=C1.C(OCC)(=O)C.[C:31](O[C:31]([O:33][C:34]([CH3:37])([CH3:36])[CH3:35])=[O:32])([O:33][C:34]([CH3:37])([CH3:36])[CH3:35])=[O:32].[O:38]1[CH2:42][CH2:41][CH2:40][CH2:39]1, predict the reaction product. The product is: [C:34]([O:33][C:31]([NH:14][CH2:13][CH2:12][C:39]1[O:38][CH:42]=[CH:41][CH:40]=1)=[O:32])([CH3:35])([CH3:36])[CH3:37]. (7) Given the reactants Cl[C:2]1[NH:3][C:4](=[O:13])[C:5]2[C:10]([CH:11]=1)=[C:9]([CH3:12])[CH:8]=[CH:7][CH:6]=2.[N:14]1([CH2:20][CH2:21][CH2:22][N:23]2[CH2:28][CH2:27][NH:26][CH2:25][CH2:24]2)[CH2:19][CH2:18][CH2:17][CH2:16][CH2:15]1, predict the reaction product. The product is: [CH3:12][C:9]1[CH:8]=[CH:7][CH:6]=[C:5]2[C:10]=1[CH:11]=[C:2]([N:26]1[CH2:25][CH2:24][N:23]([CH2:22][CH2:21][CH2:20][N:14]3[CH2:15][CH2:16][CH2:17][CH2:18][CH2:19]3)[CH2:28][CH2:27]1)[NH:3][C:4]2=[O:13].